From a dataset of Full USPTO retrosynthesis dataset with 1.9M reactions from patents (1976-2016). Predict the reactants needed to synthesize the given product. Given the product [C:3]1([CH:2]([N:9]2[CH:12]([C:13]([O:15][CH2:23][CH3:24])=[O:14])[CH2:21][C:19]([CH3:20])=[CH:18][CH2:17]2)[CH3:1])[CH:8]=[CH:7][CH:6]=[CH:5][CH:4]=1, predict the reactants needed to synthesize it. The reactants are: [CH3:1][CH:2]([NH2:9])[C:3]1[CH:8]=[CH:7][CH:6]=[CH:5][CH:4]=1.C([C:12](=O)[C:13]([O-:15])=[O:14])C.[CH2:17]=[CH:18][C:19](=[CH2:21])[CH3:20].F[C:23](F)(F)[C:24](O)=O.C(=O)(O)[O-].[Na+].